From a dataset of Catalyst prediction with 721,799 reactions and 888 catalyst types from USPTO. Predict which catalyst facilitates the given reaction. (1) Reactant: [Cl:1][C:2]1[CH:3]=[C:4]([CH:15]=[CH:16][C:17]=1[Cl:18])[O:5][C:6]1[CH:13]=[CH:12][C:11]([F:14])=[CH:10][C:7]=1[CH:8]=[O:9].CC(C)=[O:21].OS(O)(=O)=O.O=[Cr](=O)=O. Product: [Cl:1][C:2]1[CH:3]=[C:4]([CH:15]=[CH:16][C:17]=1[Cl:18])[O:5][C:6]1[CH:13]=[CH:12][C:11]([F:14])=[CH:10][C:7]=1[C:8]([OH:21])=[O:9]. The catalyst class is: 21. (2) Reactant: [F:1][C:2]1[C:7]([O:8][CH3:9])=[CH:6][C:5]([O:10][CH3:11])=[C:4]([F:12])[C:3]=1[N:13]1[C:22](=[O:23])[C:21]2([CH2:25][CH2:24]2)[C:20]2[C:15](=[CH:16][N:17]=[C:18]([C:26]3[CH:27]=[N:28][N:29]([CH:31]4[CH2:34][N:33](C(OC(C)(C)C)=O)[CH2:32]4)[CH:30]=3)[CH:19]=2)[CH2:14]1.C(N(CC)CC)C.[CH3:49][S:50](Cl)(=[O:52])=[O:51]. Product: [F:1][C:2]1[C:7]([O:8][CH3:9])=[CH:6][C:5]([O:10][CH3:11])=[C:4]([F:12])[C:3]=1[N:13]1[C:22](=[O:23])[C:21]2([CH2:25][CH2:24]2)[C:20]2[C:15](=[CH:16][N:17]=[C:18]([C:26]3[CH:27]=[N:28][N:29]([CH:31]4[CH2:34][N:33]([S:50]([CH3:49])(=[O:52])=[O:51])[CH2:32]4)[CH:30]=3)[CH:19]=2)[CH2:14]1. The catalyst class is: 89. (3) Reactant: Br[C:2]1[C:3]([F:28])=[C:4]([C:24]([F:27])=[CH:25][CH:26]=1)[CH2:5][O:6][C:7]([N:9]1[CH2:14][CH2:13][N:12]([C:15]([O:17][C:18]([CH3:21])([CH3:20])[CH3:19])=[O:16])[CH2:11][C@H:10]1[CH2:22][CH3:23])=[O:8].[CH3:29]B1OB(C)OB(C)O1.C(=O)([O-])[O-].[K+].[K+]. Product: [F:28][C:3]1[C:2]([CH3:29])=[CH:26][CH:25]=[C:24]([F:27])[C:4]=1[CH2:5][O:6][C:7]([N:9]1[CH2:14][CH2:13][N:12]([C:15]([O:17][C:18]([CH3:21])([CH3:20])[CH3:19])=[O:16])[CH2:11][C@H:10]1[CH2:22][CH3:23])=[O:8]. The catalyst class is: 77.